This data is from Full USPTO retrosynthesis dataset with 1.9M reactions from patents (1976-2016). The task is: Predict the reactants needed to synthesize the given product. (1) Given the product [ClH:28].[NH:8]1[C:7]([C:1]2[CH:2]=[CH:3][CH:4]=[CH:5][C:6]=2[C:30]2[CH:35]=[CH:34][C:33]([CH2:36][NH2:37])=[CH:32][CH:31]=2)=[N:11][N:10]=[N:9]1, predict the reactants needed to synthesize it. The reactants are: [C:1]1([C:7]2[NH:11][N:10]=[N:9][N:8]=2)[CH:6]=[CH:5][CH:4]=[CH:3][CH:2]=1.C([Li])CCCCC.B(OC)(OC)OC.[OH-].[Na+].[ClH:28].Br[C:30]1[CH:35]=[CH:34][C:33]([CH2:36][NH2:37])=[CH:32][CH:31]=1. (2) Given the product [CH3:1][C:2]([CH3:26])([CH3:25])[CH2:3][O:4][C:5]1[C:10]([O:11][CH3:12])=[CH:9][CH:8]=[CH:7][C:6]=1/[CH:13]=[CH:14]/[C:15]1[N:16]=[C:17]2[S:24][CH:23]=[CH:22][N:18]2[C:19](=[O:21])[C:20]=1[I:27], predict the reactants needed to synthesize it. The reactants are: [CH3:1][C:2]([CH3:26])([CH3:25])[CH2:3][O:4][C:5]1[C:10]([O:11][CH3:12])=[CH:9][CH:8]=[CH:7][C:6]=1/[CH:13]=[CH:14]/[C:15]1[N:16]=[C:17]2[S:24][CH:23]=[CH:22][N:18]2[C:19](=[O:21])[CH:20]=1.[I:27]N1C(=O)CCC1=O. (3) Given the product [CH3:16][O:18][C:19]1[C:24]([C:25]([OH:27])=[O:26])=[N:23][CH:22]=[CH:21][N:20]=1, predict the reactants needed to synthesize it. The reactants are: C([Li])CCC.CC1(C)CCCC(C)(C)N1.[CH2:16]([O:18][C:19]1[CH:24]=[N:23][CH:22]=[CH:21][N:20]=1)C.[C:25](=[O:27])=[O:26].Cl.C(=O)([O-])O.[Na+]. (4) Given the product [Cl:8][C:4]1[CH:5]=[CH:6][CH:7]=[C:2]([Cl:1])[C:3]=1[C:9]1[N:26]([CH2:27][C@@H:28]2[CH2:33][CH2:32][CH2:31][N:30]([C:34]([O:36][C:37]([CH3:38])([CH3:39])[CH3:40])=[O:35])[CH2:29]2)[C:12]2[N:13]=[C:14]([NH:17][CH2:18][C:44]3[CH:47]=[CH:48][C:49]([O:50][CH3:51])=[C:42]([F:41])[CH:43]=3)[N:15]=[CH:16][C:11]=2[CH:10]=1, predict the reactants needed to synthesize it. The reactants are: [Cl:1][C:2]1[CH:7]=[CH:6][CH:5]=[C:4]([Cl:8])[C:3]=1[C:9]1[N:26]([CH2:27][C@H:28]2[CH2:33][CH2:32][CH2:31][N:30]([C:34]([O:36][C:37]([CH3:40])([CH3:39])[CH3:38])=[O:35])[CH2:29]2)[C:12]2[N:13]=[C:14]([NH:17][CH2:18]C3C=CC=C(O)C=3)[N:15]=[CH:16][C:11]=2[CH:10]=1.[F:41][C:42]1[CH:43]=[C:44]([CH:47]=[CH:48][C:49]=1[O:50][CH3:51])CN. (5) Given the product [Br:1][C:2]1[CH:9]=[CH:8][C:5]([CH2:6][NH:16][CH2:11][CH2:12][CH:13]([CH3:15])[CH3:14])=[C:4]([Cl:10])[CH:3]=1, predict the reactants needed to synthesize it. The reactants are: [Br:1][C:2]1[CH:9]=[CH:8][C:5]([CH:6]=O)=[C:4]([Cl:10])[CH:3]=1.[CH2:11]([NH2:16])[CH2:12][CH:13]([CH3:15])[CH3:14].[BH4-].[Na+]. (6) Given the product [O:7]1[CH2:8][CH2:9][O:10][CH:6]1[C:3]1[CH:4]=[CH:5][S:1][CH:2]=1, predict the reactants needed to synthesize it. The reactants are: [S:1]1[CH:5]=[CH:4][C:3]([CH:6]=[O:7])=[CH:2]1.[CH2:8](O)[CH2:9][OH:10].O.C1(C)C=CC(S(O)(=O)=O)=CC=1. (7) Given the product [NH2:30][C:31]1[C:36]([C:37](=[O:42])[C:38]([F:39])([F:41])[F:40])=[CH:35][CH:34]=[C:33]([NH:43][CH2:44][CH2:45][NH:46][C:2]2[N:7]3[N:8]=[C:9]([CH:11]4[CH2:16][CH2:15][N:14]([CH2:17][CH:18]5[CH2:20][CH2:19]5)[CH2:13][CH2:12]4)[N:10]=[C:6]3[CH:5]=[C:4]([C:21]3[CH:26]=[CH:25][C:24]([Cl:27])=[CH:23][C:22]=3[Cl:28])[N:3]=2)[N:32]=1, predict the reactants needed to synthesize it. The reactants are: Cl[C:2]1[N:7]2[N:8]=[C:9]([CH:11]3[CH2:16][CH2:15][N:14]([CH2:17][CH:18]4[CH2:20][CH2:19]4)[CH2:13][CH2:12]3)[N:10]=[C:6]2[CH:5]=[C:4]([C:21]2[CH:26]=[CH:25][C:24]([Cl:27])=[CH:23][C:22]=2[Cl:28])[N:3]=1.Cl.[NH2:30][C:31]1[C:36]([C:37](=[O:42])[C:38]([F:41])([F:40])[F:39])=[CH:35][CH:34]=[C:33]([NH:43][CH2:44][CH2:45][NH2:46])[N:32]=1.C(N(CC)C(C)C)(C)C. (8) Given the product [N:14]1[CH:15]=[CH:16][CH:17]=[CH:18][C:13]=1[C:10]1[N:9]=[N:8][C:7]([N:1]2[CH2:2][CH2:3][N:4]([C:30]([C:29]3[CH:33]=[CH:34][CH:35]=[CH:36][C:28]=3[C:27]([F:26])([F:37])[F:38])=[O:31])[CH2:5][CH2:6]2)=[CH:12][CH:11]=1, predict the reactants needed to synthesize it. The reactants are: [N:1]1([C:7]2[N:8]=[N:9][C:10]([C:13]3[CH:18]=[CH:17][CH:16]=[CH:15][N:14]=3)=[CH:11][CH:12]=2)[CH2:6][CH2:5][NH:4][CH2:3][CH2:2]1.C(N(CC)CC)C.[F:26][C:27]([F:38])([F:37])[C:28]1[CH:36]=[CH:35][CH:34]=[CH:33][C:29]=1[C:30](Cl)=[O:31].